The task is: Regression. Given a peptide amino acid sequence and an MHC pseudo amino acid sequence, predict their binding affinity value. This is MHC class II binding data.. This data is from Peptide-MHC class II binding affinity with 134,281 pairs from IEDB. (1) The peptide sequence is AFKVAATAANAALAN. The MHC is DRB1_0701 with pseudo-sequence DRB1_0701. The binding affinity (normalized) is 0.766. (2) The peptide sequence is FKSGRGCGSCFEIKC. The MHC is HLA-DQA10102-DQB10502 with pseudo-sequence HLA-DQA10102-DQB10502. The binding affinity (normalized) is 0. (3) The peptide sequence is KEPLKECGGILQAYD. The MHC is DRB1_0701 with pseudo-sequence DRB1_0701. The binding affinity (normalized) is 0.346. (4) The peptide sequence is KCIEWEKAQHGG. The MHC is DRB1_0401 with pseudo-sequence DRB1_0401. The binding affinity (normalized) is 0.271. (5) The peptide sequence is PTHRHLKGEACPLPH. The MHC is DRB1_0401 with pseudo-sequence DRB1_0401. The binding affinity (normalized) is 0.357. (6) The peptide sequence is IKAVRGDLNFVNRAN. The MHC is DRB1_1101 with pseudo-sequence DRB1_1101. The binding affinity (normalized) is 0.302. (7) The peptide sequence is EKKYFAATQFEPMAA. The MHC is HLA-DPA10103-DPB10401 with pseudo-sequence HLA-DPA10103-DPB10401. The binding affinity (normalized) is 0.899.